Predict the reaction yield, written as a fraction of the theoretical maximum amount of product (1.0 means a 100% yield; for example, 0.34 means a 34% yield). From a dataset of Reaction yield outcomes from USPTO patents with 853,638 reactions. (1) The reactants are [S:1]1[C:5]2[CH:6]=[CH:7][CH:8]=[CH:9][C:4]=2[N:3]=[C:2]1[C:10]1[C:11]2[CH2:19][CH2:18][C:17]([CH3:21])([CH3:20])[CH2:16][C:12]=2[S:13][C:14]=1[NH2:15].[C:22](OC(=O)C)(=[O:24])[CH3:23]. The catalyst is C(O)(=O)C. The product is [S:1]1[C:5]2[CH:6]=[CH:7][CH:8]=[CH:9][C:4]=2[N:3]=[C:2]1[C:10]1[C:11]2[CH2:19][CH2:18][C:17]([CH3:21])([CH3:20])[CH2:16][C:12]=2[S:13][C:14]=1[NH:15][C:22](=[O:24])[CH3:23]. The yield is 0.570. (2) The reactants are CC1C=CC(S(O[CH2:12][CH2:13][CH2:14][CH2:15][CH2:16][O:17][CH2:18][CH2:19][CH2:20][NH:21][C:22](=[O:28])[O:23][C:24]([CH3:27])([CH3:26])[CH3:25])(=O)=O)=CC=1.[OH:29][C:30]1[CH:39]=[CH:38][C:33]([C:34]([O:36][CH3:37])=[O:35])=[CH:32][CH:31]=1.C(=O)([O-])[O-].[K+].[K+]. The catalyst is CC#N.CCOC(C)=O. The product is [C:24]([O:23][C:22]([NH:21][CH2:20][CH2:19][CH2:18][O:17][CH2:16][CH2:15][CH2:14][CH2:13][CH2:12][O:29][C:30]1[CH:31]=[CH:32][C:33]([C:34]([O:36][CH3:37])=[O:35])=[CH:38][CH:39]=1)=[O:28])([CH3:27])([CH3:26])[CH3:25]. The yield is 0.930. (3) The reactants are [NH2:1][C:2]1[CH:3]=[C:4]([CH:7]=[C:8]([CH:11]=[CH2:12])[C:9]=1[Cl:10])[C:5]#[N:6].Cl[C:14]1[N:19]=[C:18]([N:20]([CH:30]2[CH2:32][CH2:31]2)[CH2:21][C:22]2[CH:27]=[CH:26][C:25]([O:28][CH3:29])=[CH:24][CH:23]=2)[C:17]2=[N:33][CH:34]=[C:35]([C:36]#[N:37])[N:16]2[N:15]=1.C([O-])([O-])=O.[Cs+].[Cs+].C1(P(C2C=CC=CC=2)C2C3OC4C(=CC=CC=4P(C4C=CC=CC=4)C4C=CC=CC=4)C(C)(C)C=3C=CC=2)C=CC=CC=1. The catalyst is C1C=CC(P(C2C=CC=CC=2)[C-]2C=CC=C2)=CC=1.C1C=CC(P(C2C=CC=CC=2)[C-]2C=CC=C2)=CC=1.[Fe+2].CC([O-])=O.CC([O-])=O.[Pd+2]. The product is [Cl:10][C:9]1[C:8]([CH:11]=[CH2:12])=[CH:7][C:4]([C:5]#[N:6])=[CH:3][C:2]=1[NH:1][C:14]1[N:19]=[C:18]([N:20]([CH:30]2[CH2:32][CH2:31]2)[CH2:21][C:22]2[CH:27]=[CH:26][C:25]([O:28][CH3:29])=[CH:24][CH:23]=2)[C:17]2=[N:33][CH:34]=[C:35]([C:36]#[N:37])[N:16]2[N:15]=1. The yield is 0.510.